Dataset: Full USPTO retrosynthesis dataset with 1.9M reactions from patents (1976-2016). Task: Predict the reactants needed to synthesize the given product. (1) Given the product [F:1][C:2]1[CH:3]=[C:4]([NH:14][C:15]2[S:16][C:19]3[CH2:24][CH2:23][CH2:22][CH:21]([C:25]4[CH:30]=[CH:29][CH:28]=[CH:27][C:26]=4[O:31][CH3:32])[C:20]=3[N:17]=2)[CH:5]=[CH:6][C:7]=1[N:8]1[CH:12]=[C:11]([CH3:13])[N:10]=[CH:9]1, predict the reactants needed to synthesize it. The reactants are: [F:1][C:2]1[CH:3]=[C:4]([NH:14][C:15]([NH2:17])=[S:16])[CH:5]=[CH:6][C:7]=1[N:8]1[CH:12]=[C:11]([CH3:13])[N:10]=[CH:9]1.Br[CH:19]1[CH2:24][CH2:23][CH2:22][CH:21]([C:25]2[CH:30]=[CH:29][CH:28]=[CH:27][C:26]=2[O:31][CH3:32])[C:20]1=O. (2) Given the product [C:49]([N:15]1[C:16]2[C:21](=[CH:20][CH:19]=[C:18]([S:22]([N:25]([CH2:31][C:32]3[CH:37]=[CH:36][C:35]([O:38][CH3:39])=[CH:34][C:33]=3[O:40][CH3:41])[C:26]3[S:30][N:29]=[CH:28][N:27]=3)(=[O:24])=[O:23])[CH:17]=2)[N:12]([C:3]2[CH:4]=[CH:5][C:6]([C:8]([F:10])([F:9])[F:11])=[CH:7][C:2]=2[Cl:1])[CH2:13][CH2:14]1)(=[O:51])[CH3:50], predict the reactants needed to synthesize it. The reactants are: [Cl:1][C:2]1[CH:7]=[C:6]([C:8]([F:11])([F:10])[F:9])[CH:5]=[CH:4][C:3]=1[N:12]1[C:21]2[C:16](=[CH:17][C:18]([S:22]([N:25]([CH2:31][C:32]3[CH:37]=[CH:36][C:35]([O:38][CH3:39])=[CH:34][C:33]=3[O:40][CH3:41])[C:26]3[S:30][N:29]=[CH:28][N:27]=3)(=[O:24])=[O:23])=[CH:19][CH:20]=2)[NH:15][CH2:14][CH2:13]1.CN(C=O)C.[H-].[Na+].[C:49](OC(=O)C)(=[O:51])[CH3:50]. (3) The reactants are: [C:1]([O:5][C:6](=[O:22])[NH:7][C:8]1[CH:13]=[C:12]([O:14][CH2:15][CH3:16])[C:11]([C:17]([F:20])([F:19])[F:18])=[CH:10][C:9]=1[NH2:21])([CH3:4])([CH3:3])[CH3:2].C([O:27][C:28](=O)[CH2:29][C:30](=[O:47])[C:31]1[CH:36]=[CH:35][CH:34]=[C:33]([C:37]2[CH:42]=[CH:41][N:40]=[C:39]([C:43]([F:46])([F:45])[F:44])[CH:38]=2)[CH:32]=1)(C)(C)C. Given the product [C:1]([O:5][C:6](=[O:22])[NH:7][C:8]1[CH:13]=[C:12]([O:14][CH2:15][CH3:16])[C:11]([C:17]([F:20])([F:19])[F:18])=[CH:10][C:9]=1[NH:21][C:28](=[O:27])[CH2:29][C:30](=[O:47])[C:31]1[CH:36]=[CH:35][CH:34]=[C:33]([C:37]2[CH:42]=[CH:41][N:40]=[C:39]([C:43]([F:44])([F:45])[F:46])[CH:38]=2)[CH:32]=1)([CH3:2])([CH3:3])[CH3:4], predict the reactants needed to synthesize it. (4) The reactants are: [F:1][C:2]1[CH:16]=[C:15]([CH2:17][OH:18])[CH:14]=[CH:13][C:3]=1[O:4][C:5]1[CH:6]=[C:7]([CH:10]=[CH:11][CH:12]=1)[C:8]#[N:9].Cl[C:20]1[CH:30]=[C:24]2[N:25]([CH3:29])[CH2:26][CH2:27][CH2:28][N:23]2[C:22](=[O:31])[N:21]=1. Given the product [F:1][C:2]1[CH:16]=[C:15]([CH2:17][O:18][C:20]2[CH:30]=[C:24]3[N:25]([CH3:29])[CH2:26][CH2:27][CH2:28][N:23]3[C:22](=[O:31])[N:21]=2)[CH:14]=[CH:13][C:3]=1[O:4][C:5]1[CH:6]=[C:7]([CH:10]=[CH:11][CH:12]=1)[C:8]#[N:9], predict the reactants needed to synthesize it. (5) Given the product [N:5](=[C:4]1[N:3]([CH2:2][CH3:1])[C:24]2[CH:25]=[CH:26][C:27]([S:29]([OH:32])(=[O:31])=[O:30])=[CH:28][C:23]=2[S:22]1)[N:6]=[C:7]1[N:11]([CH2:12][CH3:13])[C:10]2[CH:14]=[CH:15][C:16]([S:18]([OH:21])(=[O:20])=[O:19])=[CH:17][C:9]=2[S:8]1, predict the reactants needed to synthesize it. The reactants are: [CH3:1][CH2:2][N:3]1[C:24]2[CH:25]=[CH:26][C:27]([S:29]([O-:32])(=[O:31])=[O:30])=[CH:28][C:23]=2[S:22]/[C:4]/1=[N:5]\[N:6]=[C:7]1/[S:8][C:9]2[CH:17]=[C:16]([S:18]([O-:21])(=[O:20])=[O:19])[CH:15]=[CH:14][C:10]=2[N:11]/1[CH2:12][CH3:13].[NH4+].[NH4+].P([O-])([O-])([O-])=O.OO. (6) Given the product [F:1][C:2]([F:12])([F:13])[O:3][C:4]1[CH:5]=[C:6]([CH:9]=[CH:10][CH:11]=1)[CH2:7][NH:8][C:20]1[CH:21]=[N:22][CH:23]=[CH:15][C:16]=1[C:17]([OH:19])=[O:18], predict the reactants needed to synthesize it. The reactants are: [F:1][C:2]([F:13])([F:12])[O:3][C:4]1[CH:5]=[C:6]([CH:9]=[CH:10][CH:11]=1)[CH2:7][NH2:8].F[C:15]1[CH:23]=[N:22][CH:21]=[CH:20][C:16]=1[C:17]([OH:19])=[O:18]. (7) Given the product [C:88]([CH2:87][CH2:86][C:54]1[C:55]([CH2:59][CH2:60][CH2:61][CH2:62][CH2:63][CH2:64][O:65][C:66]2[CH:71]=[C:70]([C:72]3[CH:76]=[CH:75][S:74][CH:73]=3)[CH:69]=[C:68]([C:77]([N:79]3[CH2:83][CH2:82][C:81]([F:84])([F:85])[CH2:80]3)=[O:78])[CH:67]=2)=[CH:56][CH:57]=[CH:58][C:53]=1[O:52][CH2:51][CH2:50][CH2:49][C:48]([OH:93])=[O:47])([OH:90])=[O:89], predict the reactants needed to synthesize it. The reactants are: C(CCC1C(CCCCCCOC2C=C(C3C=CC(F)=C(F)C=3)C=C(C(=O)N(C)C)C=2)=CC=CC=1OCCCC(O)=O)(O)=O.C([O:47][C:48](=[O:93])[CH2:49][CH2:50][CH2:51][O:52][C:53]1[CH:58]=[CH:57][CH:56]=[C:55]([CH2:59][CH2:60][CH2:61][CH2:62][CH2:63][CH2:64][O:65][C:66]2[CH:71]=[C:70]([C:72]3[CH:76]=[CH:75][S:74][CH:73]=3)[CH:69]=[C:68]([C:77]([N:79]3[CH2:83][CH2:82][C:81]([F:85])([F:84])[CH2:80]3)=[O:78])[CH:67]=2)[C:54]=1[CH2:86][CH2:87][C:88]([O:90]CC)=[O:89])C.[OH-].[Na+].